Predict the product of the given reaction. From a dataset of Forward reaction prediction with 1.9M reactions from USPTO patents (1976-2016). Given the reactants [N+:1]([C:4]1[CH:10]=[CH:9][CH:8]=[CH:7][C:5]=1[NH2:6])([O-:3])=[O:2].[CH3:11][C:12]([O:15][C:16](O[C:16]([O:15][C:12]([CH3:14])([CH3:13])[CH3:11])=[O:17])=[O:17])([CH3:14])[CH3:13].C(O)(C(F)(F)F)=O, predict the reaction product. The product is: [C:12]([O:15][C:16](=[O:17])[NH:6][C:5]1[CH:7]=[CH:8][CH:9]=[CH:10][C:4]=1[N+:1]([O-:3])=[O:2])([CH3:14])([CH3:13])[CH3:11].